Task: Predict which catalyst facilitates the given reaction.. Dataset: Catalyst prediction with 721,799 reactions and 888 catalyst types from USPTO (1) Reactant: [CH3:1][O:2][C:3]1[CH:4]=[C:5]([C:11]([C:14]2[N:18]([C:19]3[CH:24]=[CH:23][C:22]([F:25])=[CH:21][CH:20]=3)[C:17]([CH:26]=O)=[N:16][CH:15]=2)([CH3:13])[CH3:12])[CH:6]=[CH:7][C:8]=1[O:9][CH3:10].[Cl:28][C:29]1[CH:35]=[CH:34][CH:33]=[C:32]([F:36])[C:30]=1[NH2:31].CC1C=CC(S(O)(=O)=O)=CC=1.[BH4-].[Na+]. Product: [Cl:28][C:29]1[CH:35]=[CH:34][CH:33]=[C:32]([F:36])[C:30]=1[NH:31][CH2:26][C:17]1[N:18]([C:19]2[CH:20]=[CH:21][C:22]([F:25])=[CH:23][CH:24]=2)[C:14]([C:11]([C:5]2[CH:6]=[CH:7][C:8]([O:9][CH3:10])=[C:3]([O:2][CH3:1])[CH:4]=2)([CH3:12])[CH3:13])=[CH:15][N:16]=1. The catalyst class is: 1. (2) Product: [F:13][C:14]1[C:15]([F:22])=[C:16]([F:21])[C:17]([I:20])=[CH:18][C:19]=1[CH:26]=[O:27]. Reactant: C(NC(C)C)(C)C.C([Li])CCC.[F:13][C:14]1[CH:19]=[CH:18][C:17]([I:20])=[C:16]([F:21])[C:15]=1[F:22].CN([CH:26]=[O:27])C.[NH4+].[Cl-]. The catalyst class is: 1. (3) Reactant: [O:1]=[C:2]1[CH2:11][CH2:10][C:9]2[CH:8]=[C:7]([C@H:12]3[CH2:21][CH2:20][C@@:14]4([NH:18][C:17](=[O:19])[O:16][CH2:15]4)[CH2:13]3)[CH:6]=[CH:5][C:4]=2[CH2:3]1.[BH4-].[Na+]. Product: [OH:1][CH:2]1[CH2:11][CH2:10][C:9]2[CH:8]=[C:7]([C@H:12]3[CH2:21][CH2:20][C@@:14]4([NH:18][C:17](=[O:19])[O:16][CH2:15]4)[CH2:13]3)[CH:6]=[CH:5][C:4]=2[CH2:3]1. The catalyst class is: 5. (4) Reactant: [F:1][C:2]1[CH:7]=[CH:6][C:5]([N:8]2[C:12]([C:13]3[CH:23]=[C:22]([C:24](OC)=[O:25])[C:16]4[O:17][CH2:18][C:19](=[O:21])[NH:20][C:15]=4[CH:14]=3)=[CH:11][C:10]([C:28]([F:31])([F:30])[F:29])=[N:9]2)=[C:4]([CH3:32])[CH:3]=1.[H-].[Al+3].[Li+].[H-].[H-].[H-].O. Product: [F:1][C:2]1[CH:7]=[CH:6][C:5]([N:8]2[C:12]([C:13]3[CH:23]=[C:22]([CH2:24][OH:25])[C:16]4[O:17][CH2:18][C:19](=[O:21])[NH:20][C:15]=4[CH:14]=3)=[CH:11][C:10]([C:28]([F:31])([F:29])[F:30])=[N:9]2)=[C:4]([CH3:32])[CH:3]=1. The catalyst class is: 1. (5) Reactant: [O:1]=[C:2]1[C@@H:8]([NH:9][C:10](=[O:16])[O:11][C:12]([CH3:15])([CH3:14])[CH3:13])[CH2:7][CH2:6][CH2:5][CH2:4][NH:3]1.[Li+].C[Si]([N-][Si](C)(C)C)(C)C.C1COCC1.Br[CH2:33][C:34]1[CH:39]=[CH:38][CH:37]=[CH:36][CH:35]=1. Product: [CH2:33]([N:3]1[CH2:4][CH2:5][CH2:6][CH2:7][C@H:8]([NH:9][C:10](=[O:16])[O:11][C:12]([CH3:13])([CH3:15])[CH3:14])[C:2]1=[O:1])[C:34]1[CH:39]=[CH:38][CH:37]=[CH:36][CH:35]=1. The catalyst class is: 3. (6) Reactant: [CH3:1][O:2][C:3]1[CH:4]=[C:5]2[C:10](=[CH:11][C:12]=1[O:13][CH3:14])[N:9]=[CH:8][CH:7]=[C:6]2[O:15][C:16]1[CH:22]=[CH:21][C:19]([NH2:20])=[C:18]([CH3:23])[C:17]=1[CH3:24].Cl[C:26](Cl)([O:28][C:29](=[O:35])OC(Cl)(Cl)Cl)Cl.[CH2:37]([N:39]([CH2:44][CH3:45])[CH2:40][CH2:41]CO)[CH3:38].C(=O)(O)[O-].[Na+]. Product: [CH3:1][O:2][C:3]1[CH:4]=[C:5]2[C:10](=[CH:11][C:12]=1[O:13][CH3:14])[N:9]=[CH:8][CH:7]=[C:6]2[O:15][C:16]1[CH:22]=[CH:21][C:19]([NH:20][C:29](=[O:35])[O:28][CH2:26][CH2:38][CH2:37][N:39]([CH2:44][CH3:45])[CH2:40][CH3:41])=[C:18]([CH3:23])[C:17]=1[CH3:24]. The catalyst class is: 208. (7) Reactant: CCN(C(C)C)C(C)C.Cl.Cl.[CH3:12][C@H:13]1[C:21]2[C:20]([N:22]3[CH2:27][CH2:26][NH:25][CH2:24][CH2:23]3)=[N:19][CH:18]=[N:17][C:16]=2[CH2:15][S:14]1.[C:28]([O:32][C:33]([N:35]([CH:48]([CH3:50])[CH3:49])[CH2:36][CH:37]([C:41]1[CH:46]=[CH:45][C:44]([F:47])=[CH:43][CH:42]=1)[C:38](O)=[O:39])=[O:34])([CH3:31])([CH3:30])[CH3:29].F[P-](F)(F)(F)(F)F.N1(OC(N(C)C)=[N+](C)C)C2C=CC=CC=2N=N1. Product: [F:47][C:44]1[CH:45]=[CH:46][C:41]([CH:37]([C:38]([N:25]2[CH2:26][CH2:27][N:22]([C:20]3[C:21]4[C@H:13]([CH3:12])[S:14][CH2:15][C:16]=4[N:17]=[CH:18][N:19]=3)[CH2:23][CH2:24]2)=[O:39])[CH2:36][N:35]([CH:48]([CH3:49])[CH3:50])[C:33](=[O:34])[O:32][C:28]([CH3:30])([CH3:29])[CH3:31])=[CH:42][CH:43]=1. The catalyst class is: 91. (8) Reactant: C(O)(C(F)(F)F)=O.[CH:8]1([CH2:11][N:12]2[CH2:17][CH2:16][N:15]([CH:18]3[CH2:23][CH2:22][N:21](C(OC(C)(C)C)=O)[CH2:20][CH2:19]3)[CH2:14][CH2:13]2)[CH2:10][CH2:9]1. Product: [CH:8]1([CH2:11][N:12]2[CH2:13][CH2:14][N:15]([CH:18]3[CH2:23][CH2:22][NH:21][CH2:20][CH2:19]3)[CH2:16][CH2:17]2)[CH2:9][CH2:10]1. The catalyst class is: 2. (9) Product: [CH3:28][S:27][C:24]1[CH:23]=[CH:22][C:21]([C:20]2[O:19][N:18]=[CH:17][C:16]=2[CH2:3][CH2:2][C:1]([OH:9])=[O:8])=[CH:26][CH:25]=1. The catalyst class is: 30. Reactant: [C:1]([O:9]CC)(=[O:8])[CH2:2][C:3](OCC)=O.[H-].[Na+].ClC[C:16]1[CH:17]=[N:18][O:19][C:20]=1[C:21]1[CH:26]=[CH:25][C:24]([S:27][CH3:28])=[CH:23][CH:22]=1.Cl.